Task: Predict the product of the given reaction.. Dataset: Forward reaction prediction with 1.9M reactions from USPTO patents (1976-2016) (1) Given the reactants [C:1]([O:5][C:6]([N:8]1[CH2:13][C@H:12]([CH2:14][N:15]2[CH2:20][CH2:19][O:18][CH2:17][C@H:16]2[CH3:21])[N:11]([CH2:22][C:23]([OH:25])=O)[CH2:10][C@H:9]1[CH3:26])=[O:7])([CH3:4])([CH3:3])[CH3:2].[F:27][C:28]1[CH:45]=[CH:44][C:31]([CH2:32][C:33]2[CH:34]=[C:35]3[NH:41][CH2:40][C:39]([CH3:43])([CH3:42])[C:36]3=[N:37][CH:38]=2)=[CH:30][CH:29]=1.F[P-](F)(F)(F)(F)F.N1(OC(N(C)C)=[N+](C)C)C2N=CC=CC=2N=N1.C(N(CC)C(C)C)(C)C.C(=O)([O-])O.[Na+], predict the reaction product. The product is: [C:1]([O:5][C:6]([N:8]1[CH2:13][C@H:12]([CH2:14][N:15]2[CH2:20][CH2:19][O:18][CH2:17][C@H:16]2[CH3:21])[N:11]([CH2:22][C:23]([N:41]2[C:35]3[C:36](=[N:37][CH:38]=[C:33]([CH2:32][C:31]4[CH:44]=[CH:45][C:28]([F:27])=[CH:29][CH:30]=4)[CH:34]=3)[C:39]([CH3:43])([CH3:42])[CH2:40]2)=[O:25])[CH2:10][C@H:9]1[CH3:26])=[O:7])([CH3:3])([CH3:4])[CH3:2]. (2) Given the reactants [C:1](Cl)(=[O:8])[C:2]1[CH:7]=[CH:6][CH:5]=[CH:4][CH:3]=1.[N+:10]([C:13]1[CH:14]=[C:15]2[C:19](=[CH:20][CH:21]=1)[NH:18][N:17]=[C:16]2[NH2:22])([O-:12])=[O:11].N1C=CC=CC=1, predict the reaction product. The product is: [N+:10]([C:13]1[CH:14]=[C:15]2[C:19](=[CH:20][CH:21]=1)[NH:18][N:17]=[C:16]2[NH:22][C:1](=[O:8])[C:2]1[CH:7]=[CH:6][CH:5]=[CH:4][CH:3]=1)([O-:12])=[O:11]. (3) Given the reactants [Cl:1][C:2]1[C:7]([Cl:8])=[CH:6][CH:5]=[CH:4][C:3]=1[S:9]([N:12]([C:22]1[C:27]([O:28][CH3:29])=[N:26][C:25](Cl)=[CH:24][N:23]=1)COCCO[Si](C)(C)C)(=[O:11])=[O:10].[CH2:31]([OH:34])[C:32]#[CH:33].[H-].[Na+], predict the reaction product. The product is: [Cl:1][C:2]1[C:7]([Cl:8])=[CH:6][CH:5]=[CH:4][C:3]=1[S:9]([NH:12][C:22]1[C:27]([O:28][CH3:29])=[N:26][C:25]([O:34][CH2:31][C:32]#[CH:33])=[CH:24][N:23]=1)(=[O:10])=[O:11]. (4) Given the reactants [C:1]([O:5][C:6]([N:8]1[C@@H:12]([C@H:13]([OH:20])[C:14]2[CH:19]=[CH:18][CH:17]=[CH:16][CH:15]=2)[CH2:11][CH2:10][C@H:9]1[CH2:21][C:22]1[CH:30]=[CH:29][C:25]([C:26](O)=[O:27])=[CH:24][CH:23]=1)=[O:7])([CH3:4])([CH3:3])[CH3:2].[N:31]1([CH:36]2[CH2:41][CH2:40]NC[CH2:37]2)[CH:35]=[CH:34][CH:33]=[N:32]1.C1C=[N:46][C:45]2N(O)N=NC=2C=1.C(Cl)CCl.CCN(C(C)C)C(C)C, predict the reaction product. The product is: [OH:20][C@H:13]([C:14]1[CH:19]=[CH:18][CH:17]=[CH:16][CH:15]=1)[C@H:12]1[CH2:11][CH2:10][C@@H:9]([CH2:21][C:22]2[CH:30]=[CH:29][C:25]([C:26]([N:46]3[CH2:37][CH:36]([N:31]4[CH:35]=[CH:34][CH:33]=[N:32]4)[CH2:41][CH2:40][CH2:45]3)=[O:27])=[CH:24][CH:23]=2)[N:8]1[C:6]([O:5][C:1]([CH3:4])([CH3:3])[CH3:2])=[O:7]. (5) Given the reactants Cl[C:2]1[N:7]=[CH:6][N:5]=[C:4]([N:8]([CH2:10][C:11]([CH3:14])([CH3:13])[CH3:12])[CH3:9])[C:3]=1[N+:15]([O-:17])=[O:16].C(N(C(C)C)CC)(C)C.[CH3:27][C:28]1[CH:33]=[CH:32][C:31]([C:34]2[NH:38][CH:37]=[N:36][N:35]=2)=[CH:30][C:29]=1[NH2:39], predict the reaction product. The product is: [CH3:12][C:11]([CH3:14])([CH3:13])[CH2:10][N:8]([CH3:9])[C:4]1[C:3]([N+:15]([O-:17])=[O:16])=[C:2]([NH:39][C:29]2[CH:30]=[C:31]([C:34]3[NH:38][CH:37]=[N:36][N:35]=3)[CH:32]=[CH:33][C:28]=2[CH3:27])[N:7]=[CH:6][N:5]=1. (6) Given the reactants [Cl:1][C:2]1[CH:3]=[CH:4][C:5]([O:8][CH:9]2[CH2:14][CH2:13][NH:12][CH2:11][CH2:10]2)=[N:6][CH:7]=1.CCN(C(C)C)C(C)C.[O:24]=[C:25]1[NH:29][N:28]=[C:27]([CH2:30][CH2:31][CH2:32][S:33](Cl)(=[O:35])=[O:34])[NH:26]1, predict the reaction product. The product is: [Cl:1][C:2]1[CH:3]=[CH:4][C:5]([O:8][CH:9]2[CH2:14][CH2:13][N:12]([S:33]([CH2:32][CH2:31][CH2:30][C:27]3[NH:26][C:25](=[O:24])[NH:29][N:28]=3)(=[O:34])=[O:35])[CH2:11][CH2:10]2)=[N:6][CH:7]=1. (7) Given the reactants [H-].[Na+].[CH3:3][C@@H:4]1[CH2:9][CH2:8][C@H:7]([OH:10])[CH2:6][CH2:5]1.[Cl:11][C:12]1[CH:17]=[C:16](Cl)[N:15]=[CH:14][N:13]=1.[Cl-].[NH4+], predict the reaction product. The product is: [Cl:11][C:12]1[CH:17]=[C:16]([O:10][C@H:7]2[CH2:8][CH2:9][C@@H:4]([CH3:3])[CH2:5][CH2:6]2)[N:15]=[CH:14][N:13]=1.